From a dataset of Forward reaction prediction with 1.9M reactions from USPTO patents (1976-2016). Predict the product of the given reaction. (1) The product is: [C:18]([O:17][C:13]([NH:14][NH:15][C:5](=[O:7])[C:4]1[CH:8]=[CH:9][C:10]([O:11][CH3:12])=[C:2]([OH:1])[CH:3]=1)=[O:16])([CH3:21])([CH3:20])[CH3:19]. Given the reactants [OH:1][C:2]1[CH:3]=[C:4]([CH:8]=[CH:9][C:10]=1[O:11][CH3:12])[C:5]([OH:7])=O.[C:13]([O:17][C:18]([CH3:21])([CH3:20])[CH3:19])(=[O:16])[NH:14][NH2:15].C(Cl)CCl.C1C=CC2N(O)N=NC=2C=1.CN1CCOCC1, predict the reaction product. (2) Given the reactants [Br:1][C:2]1[CH:3]=[C:4]([CH:15]=[CH:16][CH:17]=1)[CH2:5][N:6]1[C:10]([CH3:11])=[N:9][C:8]([C:12]([NH2:14])=O)=[N:7]1.CCN(CC)CC.FC(F)(F)C(OC(=O)C(F)(F)F)=O, predict the reaction product. The product is: [Br:1][C:2]1[CH:3]=[C:4]([CH:15]=[CH:16][CH:17]=1)[CH2:5][N:6]1[C:10]([CH3:11])=[N:9][C:8]([C:12]#[N:14])=[N:7]1.